This data is from Reaction yield outcomes from USPTO patents with 853,638 reactions. The task is: Predict the reaction yield, written as a fraction of the theoretical maximum amount of product (1.0 means a 100% yield; for example, 0.34 means a 34% yield). (1) The reactants are [N+:1]([C:4]1[CH:12]=[CH:11][C:7]([C:8](Cl)=[O:9])=[CH:6][CH:5]=1)([O-:3])=[O:2].[Cl-].[Cl-].[Cl-].[Al+3]. The catalyst is C1(C)C=CC=CC=1. The product is [CH3:8][C:7]1[CH:11]=[CH:12][C:4]([C:8]([C:7]2[CH:11]=[CH:12][C:4]([N+:1]([O-:3])=[O:2])=[CH:5][CH:6]=2)=[O:9])=[CH:5][CH:6]=1. The yield is 0.620. (2) The reactants are [C:1]([OH:16])(=[O:15])[CH2:2][CH2:3][CH2:4][CH2:5][CH2:6][CH2:7][CH2:8][CH2:9][CH2:10][CH2:11][C:12]([OH:14])=[O:13].[CH2:17](O)[C:18]1[CH:23]=[CH:22][CH:21]=[CH:20][CH:19]=1.C1(N=C=NC2CCCCC2)CCCCC1.C(OCC)(=O)C.CCCCCC. The catalyst is C(Cl)Cl.CN(C)C1C=CN=CC=1. The product is [CH2:17]([O:13][C:12](=[O:14])[CH2:11][CH2:10][CH2:9][CH2:8][CH2:7][CH2:6][CH2:5][CH2:4][CH2:3][CH2:2][C:1]([OH:16])=[O:15])[C:18]1[CH:23]=[CH:22][CH:21]=[CH:20][CH:19]=1. The yield is 0.240.